This data is from Full USPTO retrosynthesis dataset with 1.9M reactions from patents (1976-2016). The task is: Predict the reactants needed to synthesize the given product. (1) Given the product [CH3:1][O:2][C:3](=[O:12])[C:4]1[CH:9]=[CH:8][CH:7]=[C:6]([O:10][CH2:19][CH:20]=[CH2:21])[C:5]=1[O:11][CH2:13][CH:23]=[CH2:24], predict the reactants needed to synthesize it. The reactants are: [CH3:1][O:2][C:3](=[O:12])[C:4]1[CH:9]=[CH:8][CH:7]=[C:6]([OH:10])[C:5]=1[OH:11].[C:13](=O)([O-])[O-].[K+].[K+].[CH2:19](Br)[CH:20]=[CH2:21].[C:23](#N)[CH3:24]. (2) Given the product [Br:1][C:2]1[CH:7]=[CH:6][C:5]([C@@H:8]([NH:10][C:11]([C:13]2[CH:14]=[C:15]3[C:19](=[CH:20][CH:21]=2)[N:18]([CH2:22][C:23]2[CH:28]=[CH:27][C:26]([C:29]4[C:30]([C:35]([OH:37])=[O:36])=[CH:31][CH:32]=[CH:33][CH:34]=4)=[CH:25][CH:24]=2)[C:17]([CH3:42])=[C:16]3[CH3:43])=[O:12])[CH3:9])=[CH:4][CH:3]=1, predict the reactants needed to synthesize it. The reactants are: [Br:1][C:2]1[CH:7]=[CH:6][C:5]([C@@H:8]([NH:10][C:11]([C:13]2[CH:14]=[C:15]3[C:19](=[CH:20][CH:21]=2)[N:18]([CH2:22][C:23]2[CH:28]=[CH:27][C:26]([C:29]4[C:30]([C:35]([O:37]C(C)(C)C)=[O:36])=[CH:31][CH:32]=[CH:33][CH:34]=4)=[CH:25][CH:24]=2)[C:17]([CH3:42])=[C:16]3[CH3:43])=[O:12])[CH3:9])=[CH:4][CH:3]=1. (3) Given the product [C:1]([O:7][CH2:8][C:9]1[CH:14]=[C:13]([C:15](=[O:17])/[CH:16]=[CH:25]/[N:26]([CH3:28])[CH3:27])[CH:12]=[CH:11][C:10]=1[O:18][CH3:19])(=[O:6])[C:2]([CH3:4])([CH3:3])[CH3:5], predict the reactants needed to synthesize it. The reactants are: [C:1]([O:7][CH2:8][C:9]1[CH:14]=[C:13]([C:15](=[O:17])[CH3:16])[CH:12]=[CH:11][C:10]=1[O:18][CH3:19])(=[O:6])[C:2]([CH3:5])([CH3:4])[CH3:3].CC(O[CH:25](N(C)C)[N:26]([CH3:28])[CH3:27])(C)C.O.CCCC(C)C. (4) Given the product [C:28]([NH:27][CH:26]([CH2:35][N:14]1[CH2:15][CH2:16][N:11]([C:10]2[C:4]3[CH:3]=[C:2]([CH3:1])[S:21][C:5]=3[NH:6][C:7]3[CH:20]=[CH:19][CH:18]=[CH:17][C:8]=3[N:9]=2)[CH2:12][CH2:13]1)[C:25]([O:24][CH2:22][CH3:23])=[O:36])([O:30][C:31]([CH3:33])([CH3:34])[CH3:32])=[O:29], predict the reactants needed to synthesize it. The reactants are: [CH3:1][C:2]1[S:21][C:5]2[NH:6][C:7]3[CH:20]=[CH:19][CH:18]=[CH:17][C:8]=3[N:9]=[C:10]([N:11]3[CH2:16][CH2:15][NH:14][CH2:13][CH2:12]3)[C:4]=2[CH:3]=1.[CH2:22]([O:24][C:25](=[O:36])[C:26](=[CH2:35])[NH:27][C:28]([O:30][C:31]([CH3:34])([CH3:33])[CH3:32])=[O:29])[CH3:23]. (5) Given the product [CH3:27][O:26][C:22](=[O:25])[CH2:23][CH2:24][N:7]1[C:6]2[CH:5]=[CH:4][CH:3]=[C:2]([Cl:1])[C:11]=2[O:10][CH:9]([CH:12]([CH3:13])[CH3:14])[C:8]1=[O:15], predict the reactants needed to synthesize it. The reactants are: [Cl:1][C:2]1[C:11]2[O:10][CH:9]([CH:12]([CH3:14])[CH3:13])[C:8](=[O:15])[NH:7][C:6]=2[CH:5]=[CH:4][CH:3]=1.C(=O)([O-])[O-].[K+].[K+].[C:22]([O:26][CH3:27])(=[O:25])[CH:23]=[CH2:24].C(OCC)(=O)C. (6) Given the product [CH3:1][O:2][C:3]1[CH:4]=[CH:5][C:6]([CH2:9][CH2:10][C:11]2[O:15][C:14]([C:16]([OH:18])=[O:17])=[CH:13][CH:12]=2)=[CH:7][CH:8]=1, predict the reactants needed to synthesize it. The reactants are: [CH3:1][O:2][C:3]1[CH:8]=[CH:7][C:6]([CH2:9][CH2:10][C:11]2[O:15][C:14]([C:16]([O:18]C)=[O:17])=[CH:13][CH:12]=2)=[CH:5][CH:4]=1.[OH-].[Na+].O. (7) Given the product [C:15]([N:14]([C:22]([O:24][C:25]([CH3:28])([CH3:27])[CH3:26])=[O:23])[C@H:13]([C:12]([NH:11][C@@H:10]([C:9]([OH:42])=[O:8])[CH2:34][CH2:35][C:36]1[CH:41]=[CH:40][CH:39]=[CH:38][CH:37]=1)=[O:33])[CH2:29][CH2:30][CH2:31][NH2:32])([O:17][C:18]([CH3:20])([CH3:19])[CH3:21])=[O:16], predict the reactants needed to synthesize it. The reactants are: C([O:8][C:9](=[O:42])[C@@H:10]([CH2:34][CH2:35][C:36]1[CH:41]=[CH:40][CH:39]=[CH:38][CH:37]=1)[NH:11][C:12](=[O:33])[C@H:13]([CH2:29][CH2:30][CH2:31][NH2:32])[N:14]([C:22]([O:24][C:25]([CH3:28])([CH3:27])[CH3:26])=[O:23])[C:15]([O:17][C:18]([CH3:21])([CH3:20])[CH3:19])=[O:16])C1C=CC=CC=1.[H][H]. (8) Given the product [C:13]([O:15][CH2:10][C:9]1[CH:8]=[CH:7][C:4]([C:5]#[N:6])=[CH:3][C:2]=1[Br:1])(=[O:14])[CH3:12], predict the reactants needed to synthesize it. The reactants are: [Br:1][C:2]1[CH:3]=[C:4]([CH:7]=[CH:8][C:9]=1[CH2:10]Br)[C:5]#[N:6].[CH3:12][C:13]([O-:15])=[O:14].[K+].